From a dataset of Forward reaction prediction with 1.9M reactions from USPTO patents (1976-2016). Predict the product of the given reaction. (1) Given the reactants B1C2CCCC1CCC2.[Cl:10][C:11]1[CH:16]=[CH:15][CH:14]=[CH:13][C:12]=1[C:17]1[CH:28]=[C:27]2[C:23]([C:24]([CH:30]=[CH2:31])=[CH:25][N:26]2[CH3:29])=[C:22]2[C:18]=1[C:19](=[O:33])[NH:20][C:21]2=[O:32].C([O-])(=[O:36])C.[Na+].OO, predict the reaction product. The product is: [Cl:10][C:11]1[CH:16]=[CH:15][CH:14]=[CH:13][C:12]=1[C:17]1[CH:28]=[C:27]2[C:23]([C:24]([CH2:30][CH2:31][OH:36])=[CH:25][N:26]2[CH3:29])=[C:22]2[C:18]=1[C:19](=[O:33])[NH:20][C:21]2=[O:32]. (2) Given the reactants Cl[C:2]1[N:7]=[CH:6][N:5]=[C:4]([NH2:8])[C:3]=1[C:9]1[N:13]=[CH:12][N:11]([CH3:14])[N:10]=1.[NH2:15][C@H:16]([C:18]1[N:19]([CH:30]2[CH2:32][CH2:31]2)[C:20](=[O:29])[C:21]2[C:26]([CH:27]=1)=[CH:25][CH:24]=[CH:23][C:22]=2[Cl:28])[CH3:17].CCN(C(C)C)C(C)C.C(Cl)Cl.CO, predict the reaction product. The product is: [NH2:8][C:4]1[N:5]=[CH:6][N:7]=[C:2]([NH:15][C@H:16]([C:18]2[N:19]([CH:30]3[CH2:32][CH2:31]3)[C:20](=[O:29])[C:21]3[C:26]([CH:27]=2)=[CH:25][CH:24]=[CH:23][C:22]=3[Cl:28])[CH3:17])[C:3]=1[C:9]1[N:13]=[CH:12][N:11]([CH3:14])[N:10]=1. (3) Given the reactants [Br:1][C:2]1[CH:3]=[CH:4][C:5]2[N:9]=[CH:8][N:7]([CH:10]3[CH2:15][CH2:14][NH:13][CH2:12][CH2:11]3)[C:6]=2[CH:16]=1.[C:17](Cl)([CH3:19])=[O:18], predict the reaction product. The product is: [Br:1][C:2]1[CH:3]=[CH:4][C:5]2[N:9]=[CH:8][N:7]([CH:10]3[CH2:11][CH2:12][N:13]([C:17](=[O:18])[CH3:19])[CH2:14][CH2:15]3)[C:6]=2[CH:16]=1. (4) Given the reactants Br[C:2]1[CH:3]=[C:4]([Cl:31])[C:5](=[O:30])[N:6]([CH2:18][CH2:19][C:20]2[CH:29]=[CH:28][C:23]([C:24]([O:26][CH3:27])=[O:25])=[CH:22][CH:21]=2)[C:7]=1[CH2:8][N:9]1[CH2:13][CH2:12][CH2:11][C@@H:10]1[CH2:14][CH:15]([CH3:17])[CH3:16].[CH3:32]B(O)O.P([O-])([O-])([O-])=O.[K+].[K+].[K+].O, predict the reaction product. The product is: [Cl:31][C:4]1[C:5](=[O:30])[N:6]([CH2:18][CH2:19][C:20]2[CH:29]=[CH:28][C:23]([C:24]([O:26][CH3:27])=[O:25])=[CH:22][CH:21]=2)[C:7]([CH2:8][N:9]2[CH2:13][CH2:12][CH2:11][C@@H:10]2[CH2:14][CH:15]([CH3:17])[CH3:16])=[C:2]([CH3:32])[CH:3]=1. (5) Given the reactants [C:1]([N:8]1[CH2:13][CH2:12][N:11]2[CH2:14][C@H:15]([CH2:18][OH:19])[CH2:16][CH2:17][C@H:10]2[CH2:9]1)(OC(C)(C)C)=O.F[C:21]1[CH:22]=[C:23](O)[CH:24]=[C:25](F)[CH:26]=1.ClC1[CH:35]=[CH:34][C:33]([Cl:36])=[CH:32][N:31]=1, predict the reaction product. The product is: [O:19]([CH2:18][C@H:15]1[CH2:14][N:11]2[CH2:12][CH2:13][N:8]([C:1]3[CH:35]=[CH:34][C:33]([Cl:36])=[CH:32][N:31]=3)[CH2:9][C@@H:10]2[CH2:17][CH2:16]1)[C:26]1[CH:25]=[CH:24][CH:23]=[CH:22][CH:21]=1. (6) Given the reactants [S:1](Cl)(Cl)=[O:2].[C:5]([O:9][C:10](=[O:32])[NH:11][C@:12]([CH2:30][OH:31])([CH3:29])[CH2:13][CH2:14][C:15]1[CH:20]=[CH:19][C:18]([O:21][CH2:22][CH2:23][CH2:24][CH2:25][CH2:26][CH2:27][CH3:28])=[CH:17][CH:16]=1)([CH3:8])([CH3:7])[CH3:6].N1C=CC=CC=1.Cl, predict the reaction product. The product is: [C:5]([O:9][C:10]([N:11]1[C:12]([CH2:13][CH2:14][C:15]2[CH:16]=[CH:17][C:18]([O:21][CH2:22][CH2:23][CH2:24][CH2:25][CH2:26][CH2:27][CH3:28])=[CH:19][CH:20]=2)([CH3:29])[CH2:30][O:31][S@:1]1=[O:2])=[O:32])([CH3:8])([CH3:7])[CH3:6].